From a dataset of Catalyst prediction with 721,799 reactions and 888 catalyst types from USPTO. Predict which catalyst facilitates the given reaction. (1) Reactant: [F:1][C:2]([F:20])([F:19])[CH:3]([C:5]1[CH:10]=[CH:9][CH:8]=[CH:7][C:6]=1[C:11]1[CH:12]=[CH:13][C:14]([C:17]#[N:18])=[N:15][CH:16]=1)[OH:4].[NH2:21][C:22]1[N:27]=[C:26]([C:28]2[CH:33]=[CH:32][C:31]([CH2:34][C@H:35]([NH:39][C:40]([O:42][C:43]([CH3:46])([CH3:45])[CH3:44])=[O:41])[C:36]([OH:38])=[O:37])=[CH:30][CH:29]=2)[CH:25]=[C:24](Cl)[N:23]=1.C(=O)([O-])[O-].[Cs+].[Cs+].Cl. Product: [NH2:21][C:22]1[N:27]=[C:26]([C:28]2[CH:33]=[CH:32][C:31]([CH2:34][C@H:35]([NH:39][C:40]([O:42][C:43]([CH3:46])([CH3:45])[CH3:44])=[O:41])[C:36]([OH:38])=[O:37])=[CH:30][CH:29]=2)[CH:25]=[C:24]([O:4][CH:3]([C:5]2[CH:10]=[CH:9][CH:8]=[CH:7][C:6]=2[C:11]2[CH:16]=[N:15][C:14]([C:17]#[N:18])=[CH:13][CH:12]=2)[C:2]([F:1])([F:19])[F:20])[N:23]=1. The catalyst class is: 127. (2) Product: [F:1][C:2]1[CH:3]=[CH:4][C:5]([C:8]2[CH:12]=[C:11]([CH2:13][CH2:14][NH2:15])[O:10][N:9]=2)=[CH:6][CH:7]=1. The catalyst class is: 8. Reactant: [F:1][C:2]1[CH:7]=[CH:6][C:5]([C:8]2[CH:12]=[C:11]([CH2:13][CH2:14][N:15]3C(=O)C4C(=CC=CC=4)C3=O)[O:10][N:9]=2)=[CH:4][CH:3]=1.O.NN. (3) Reactant: [C:1]([CH:3]1[CH2:8][CH2:7][N:6]([C:9]([NH:11][C:12]2[CH:17]=[C:16]([CH3:18])[CH:15]=[CH:14][C:13]=2[CH3:19])=[O:10])[CH2:5][CH2:4]1)#[N:2].O.[SH-:21].[Na+].Cl.C(NCC)C. Product: [CH3:19][C:13]1[CH:14]=[CH:15][C:16]([CH3:18])=[CH:17][C:12]=1[NH:11][C:9]([N:6]1[CH2:7][CH2:8][CH:3]([C:1](=[S:21])[NH2:2])[CH2:4][CH2:5]1)=[O:10]. The catalyst class is: 9. (4) Reactant: [F:1][C:2]([F:23])([F:22])[C:3]1[CH:4]=[C:5]([CH:19]=[CH:20][CH:21]=1)[C:6]([NH:8][C:9]1[CH:10]=[CH:11][C:12]([Cl:18])=[C:13]([CH:17]=1)[C:14]([OH:16])=O)=[O:7].ClC1N=C(OC)N=C(OC)N=1.CN1CCOCC1.[NH2:42][C:43]1[CH:44]=[N:45][C:46]([NH:49][C:50]2[CH:51]=[C:52]([CH:58]=[CH:59][CH:60]=2)[C:53]([O:55][CH2:56][CH3:57])=[O:54])=[N:47][CH:48]=1. Product: [CH2:56]([O:55][C:53](=[O:54])[C:52]1[CH:58]=[CH:59][CH:60]=[C:50]([NH:49][C:46]2[N:45]=[CH:44][C:43]([NH:42][C:14](=[O:16])[C:13]3[CH:17]=[C:9]([NH:8][C:6](=[O:7])[C:5]4[CH:19]=[CH:20][CH:21]=[C:3]([C:2]([F:1])([F:23])[F:22])[CH:4]=4)[CH:10]=[CH:11][C:12]=3[Cl:18])=[CH:48][N:47]=2)[CH:51]=1)[CH3:57]. The catalyst class is: 59. (5) Reactant: [NH2:1][C:2]1[N:7]=[C:6]([C:8]2[O:9][CH:10]=[C:11]([Br:13])[CH:12]=2)[C:5]([C:14]#[N:15])=[C:4](S(C)=O)[N:3]=1.[CH3:19][C:20]1[C:21]([CH2:26][OH:27])=[N:22][CH:23]=[CH:24][CH:25]=1.C1CCN2C(=NCCC2)CC1. Product: [NH2:1][C:2]1[N:7]=[C:6]([C:8]2[O:9][CH:10]=[C:11]([Br:13])[CH:12]=2)[C:5]([C:14]#[N:15])=[C:4]([O:27][CH2:26][C:21]2[C:20]([CH3:19])=[CH:25][CH:24]=[CH:23][N:22]=2)[N:3]=1. The catalyst class is: 57. (6) The catalyst class is: 3. Product: [CH3:29][N:16]([C:13]1[CH:14]=[CH:15][C:10]([C:7]2[CH:6]=[CH:5][C:4]([N+:1]([O-:3])=[O:2])=[CH:9][CH:8]=2)=[CH:11][CH:12]=1)[C:17]([C@@H:19]1[CH2:23][CH2:22][CH2:21][C@H:20]1[C:24]([OH:26])=[O:25])=[O:18]. Reactant: [N+:1]([C:4]1[CH:9]=[CH:8][C:7]([C:10]2[CH:15]=[CH:14][C:13]([NH:16][C:17]([C@@H:19]3[CH2:23][CH2:22][CH2:21][C@H:20]3[C:24]([OH:26])=[O:25])=[O:18])=[CH:12][CH:11]=2)=[CH:6][CH:5]=1)([O-:3])=[O:2].[H-].[Na+].[CH3:29]I.O. (7) Product: [CH3:16][S:17]([O:1][CH:2]1[CH2:7][CH2:6][N:5]([CH3:8])[CH2:4][CH2:3]1)(=[O:19])=[O:18]. The catalyst class is: 2. Reactant: [OH:1][CH:2]1[CH2:7][CH2:6][N:5]([CH3:8])[CH2:4][CH2:3]1.C(N(CC)CC)C.[CH3:16][S:17](Cl)(=[O:19])=[O:18].